From a dataset of Forward reaction prediction with 1.9M reactions from USPTO patents (1976-2016). Predict the product of the given reaction. (1) Given the reactants Cl[C:2]1[N:7]=[N:6][C:5]([C:8]2[C:13]([F:14])=[CH:12][CH:11]=[CH:10][C:9]=2[F:15])=[N:4][CH:3]=1.[Cl:16][C:17]1[CH:24]=[CH:23][C:20]([CH2:21][NH2:22])=[CH:19][CH:18]=1.C(N(CC)CC)C.O, predict the reaction product. The product is: [Cl:16][C:17]1[CH:24]=[CH:23][C:20]([CH2:21][NH:22][C:2]2[N:7]=[N:6][C:5]([C:8]3[C:13]([F:14])=[CH:12][CH:11]=[CH:10][C:9]=3[F:15])=[N:4][CH:3]=2)=[CH:19][CH:18]=1. (2) Given the reactants [CH3:1][N:2]([CH3:27])[C:3]1([C:21]2[CH:26]=[CH:25][CH:24]=[CH:23][CH:22]=2)[CH2:8][CH2:7][CH:6]([CH2:9][C:10]([NH:12][CH2:13][CH2:14][C:15]2[CH:20]=[CH:19][CH:18]=[CH:17][CH:16]=2)=[O:11])[CH2:5][CH2:4]1.[Cl:28][Si](C)(C)C, predict the reaction product. The product is: [ClH:28].[CH3:27][N:2]([CH3:1])[C:3]1([C:21]2[CH:22]=[CH:23][CH:24]=[CH:25][CH:26]=2)[CH2:4][CH2:5][CH:6]([CH2:9][C:10]([NH:12][CH2:13][CH2:14][C:15]2[CH:20]=[CH:19][CH:18]=[CH:17][CH:16]=2)=[O:11])[CH2:7][CH2:8]1. (3) Given the reactants C(OC([N:8]([C:16]1[C:20]2[CH:21]=[C:22]([Cl:35])[C:23]([CH2:25][O:26][CH:27]3[CH2:32][CH2:31][C:30]([F:34])([F:33])[CH2:29][CH2:28]3)=[CH:24][C:19]=2[O:18][N:17]=1)C(=O)OC(C)(C)C)=O)(C)(C)C, predict the reaction product. The product is: [Cl:35][C:22]1[C:23]([CH2:25][O:26][CH:27]2[CH2:28][CH2:29][C:30]([F:34])([F:33])[CH2:31][CH2:32]2)=[CH:24][C:19]2[O:18][N:17]=[C:16]([NH2:8])[C:20]=2[CH:21]=1. (4) Given the reactants [Cl:1][C:2]1[CH:3]=[C:4]([CH:23]=[CH:24][C:25]=1[Cl:26])[CH2:5][N:6]([CH3:22])[C:7]([C:9]1[CH2:13][N:12]([CH2:14][CH2:15][CH2:16][C:17]([OH:19])=O)[C:11](=[O:20])[C:10]=1[OH:21])=[O:8].[CH3:27][NH2:28], predict the reaction product. The product is: [Cl:1][C:2]1[CH:3]=[C:4]([CH:23]=[CH:24][C:25]=1[Cl:26])[CH2:5][N:6]([CH3:22])[C:7]([C:9]1[CH2:13][N:12]([CH2:14][CH2:15][CH2:16][C:17](=[O:19])[NH:28][CH3:27])[C:11](=[O:20])[C:10]=1[OH:21])=[O:8]. (5) Given the reactants [CH2:1]([O:8][CH2:9][CH:10]=[O:11])[C:2]1[CH:7]=[CH:6][CH:5]=[CH:4][CH:3]=1.[CH2:12]([Mg]Cl)[CH:13]=[CH2:14], predict the reaction product. The product is: [CH2:1]([O:8][CH2:9][CH:10]([OH:11])[CH2:14][CH:13]=[CH2:12])[C:2]1[CH:7]=[CH:6][CH:5]=[CH:4][CH:3]=1. (6) Given the reactants [O:1]1CCO[CH:2]1[C:6]1[N:11]=[C:10]([N:12]2[CH2:15][CH:14]([N:16]([CH3:25])[CH2:17][CH2:18][N:19]3[CH2:24][CH2:23][O:22][CH2:21][CH2:20]3)[CH2:13]2)[CH:9]=[CH:8][CH:7]=1.C(#N)C.O.C1(C)C=CC(S(O)(=O)=O)=CC=1, predict the reaction product. The product is: [CH3:25][N:16]([CH2:17][CH2:18][N:19]1[CH2:24][CH2:23][O:22][CH2:21][CH2:20]1)[CH:14]1[CH2:13][N:12]([C:10]2[N:11]=[C:6]([CH:2]=[O:1])[CH:7]=[CH:8][CH:9]=2)[CH2:15]1. (7) Given the reactants [N:1]1[CH:6]=[CH:5][CH:4]=[C:3]2[CH2:7][N:8]([C:10]([O:12][C:13]([CH3:16])([CH3:15])[CH3:14])=[O:11])[CH2:9][C:2]=12.O, predict the reaction product. The product is: [NH:1]1[CH2:6][CH2:5][CH2:4][CH:3]2[CH2:7][N:8]([C:10]([O:12][C:13]([CH3:16])([CH3:15])[CH3:14])=[O:11])[CH2:9][CH:2]12. (8) Given the reactants ClCCl.[Cl:4][C:5]1[CH:10]=[CH:9][CH:8]=[C:7]([NH:11][CH2:12][C:13]2[CH:18]=[CH:17][C:16]([O:19][CH3:20])=[CH:15][C:14]=2[O:21][CH3:22])[C:6]=1[CH:23]([C:25]1[CH:30]=[CH:29][CH:28]=[C:27]([O:31][CH3:32])[C:26]=1[O:33][CH3:34])[OH:24].C(=O)([O-])O.[Na+].Cl[C:41](=[O:49])/[CH:42]=[CH:43]/[C:44]([O:46][CH2:47][CH3:48])=[O:45], predict the reaction product. The product is: [Cl:4][C:5]1[C:6]([CH:23]([C:25]2[CH:30]=[CH:29][CH:28]=[C:27]([O:31][CH3:32])[C:26]=2[O:33][CH3:34])[OH:24])=[C:7]([N:11]([CH2:12][C:13]2[CH:18]=[CH:17][C:16]([O:19][CH3:20])=[CH:15][C:14]=2[O:21][CH3:22])[C:41](=[O:49])/[CH:42]=[CH:43]/[C:44]([O:46][CH2:47][CH3:48])=[O:45])[CH:8]=[CH:9][CH:10]=1. (9) Given the reactants NN.[CH3:3][N:4]([CH3:20])[CH2:5][CH2:6][NH:7][C:8]1[C:16]2[O:15][CH:14]=[CH:13][C:12]=2[CH:11]=[C:10]([N+:17]([O-])=O)[CH:9]=1, predict the reaction product. The product is: [CH3:3][N:4]([CH3:20])[CH2:5][CH2:6][NH:7][C:8]1[C:16]2[O:15][CH:14]=[CH:13][C:12]=2[CH:11]=[C:10]([NH2:17])[CH:9]=1.